From a dataset of Peptide-MHC class I binding affinity with 185,985 pairs from IEDB/IMGT. Regression. Given a peptide amino acid sequence and an MHC pseudo amino acid sequence, predict their binding affinity value. This is MHC class I binding data. (1) The peptide sequence is VKINIFPLY. The MHC is BoLA-D18.4 with pseudo-sequence YYSEYREISENVYESNLYIAYSDYTWEYLNYRWY. The binding affinity (normalized) is 0.560. (2) The peptide sequence is IVLFQRFLR. The MHC is HLA-A68:02 with pseudo-sequence HLA-A68:02. The binding affinity (normalized) is 0. (3) The peptide sequence is TPTQLAETI. The MHC is HLA-B54:01 with pseudo-sequence HLA-B54:01. The binding affinity (normalized) is 0.109. (4) The peptide sequence is KTRPILSPLTK. The MHC is HLA-A33:01 with pseudo-sequence HLA-A33:01. The binding affinity (normalized) is 0. (5) The peptide sequence is SSKMFNYFK. The MHC is HLA-C04:01 with pseudo-sequence HLA-C04:01. The binding affinity (normalized) is 0.0847. (6) The peptide sequence is KILMNFHQK. The MHC is HLA-A02:01 with pseudo-sequence HLA-A02:01. The binding affinity (normalized) is 0.